From a dataset of NCI-60 drug combinations with 297,098 pairs across 59 cell lines. Regression. Given two drug SMILES strings and cell line genomic features, predict the synergy score measuring deviation from expected non-interaction effect. (1) Drug 1: COC1=CC(=CC(=C1O)OC)C2C3C(COC3=O)C(C4=CC5=C(C=C24)OCO5)OC6C(C(C7C(O6)COC(O7)C8=CC=CS8)O)O. Drug 2: B(C(CC(C)C)NC(=O)C(CC1=CC=CC=C1)NC(=O)C2=NC=CN=C2)(O)O. Cell line: SK-MEL-5. Synergy scores: CSS=14.4, Synergy_ZIP=-8.62, Synergy_Bliss=1.07, Synergy_Loewe=-1.96, Synergy_HSA=-1.68. (2) Drug 1: CC1C(C(CC(O1)OC2CC(CC3=C2C(=C4C(=C3O)C(=O)C5=C(C4=O)C(=CC=C5)OC)O)(C(=O)C)O)N)O.Cl. Drug 2: CC1=C(C(=CC=C1)Cl)NC(=O)C2=CN=C(S2)NC3=CC(=NC(=N3)C)N4CCN(CC4)CCO. Cell line: NCI-H322M. Synergy scores: CSS=19.5, Synergy_ZIP=-4.39, Synergy_Bliss=0.963, Synergy_Loewe=0.0314, Synergy_HSA=1.33. (3) Drug 1: C1CCN(CC1)CCOC2=CC=C(C=C2)C(=O)C3=C(SC4=C3C=CC(=C4)O)C5=CC=C(C=C5)O. Drug 2: N.N.Cl[Pt+2]Cl. Cell line: OVCAR-4. Synergy scores: CSS=-3.15, Synergy_ZIP=0.131, Synergy_Bliss=-3.88, Synergy_Loewe=-5.97, Synergy_HSA=-5.16. (4) Cell line: HT29. Drug 2: C1CN(CCN1C(=O)CCBr)C(=O)CCBr. Drug 1: CCCCCOC(=O)NC1=NC(=O)N(C=C1F)C2C(C(C(O2)C)O)O. Synergy scores: CSS=13.9, Synergy_ZIP=-3.09, Synergy_Bliss=4.58, Synergy_Loewe=-3.53, Synergy_HSA=2.23.